Predict which catalyst facilitates the given reaction. From a dataset of Catalyst prediction with 721,799 reactions and 888 catalyst types from USPTO. (1) Reactant: C([CH2:3][CH2:4][C:5]1[CH:10]=[CH:9][C:8](OC(=O)C(F)(F)F)=[CH:7][CH:6]=1)#N.[B:18]1([B:18]2[O:22][C:21]([CH3:24])([CH3:23])[C:20]([CH3:26])([CH3:25])[O:19]2)[O:22][C:21]([CH3:24])([CH3:23])[C:20]([CH3:26])([CH3:25])[O:19]1.C([O-])(=O)C.[K+].[CH3:41][N:42](C=O)C. Product: [CH3:25][C:20]1([CH3:26])[C:21]([CH3:24])([CH3:23])[O:22][B:18]([C:8]2[CH:7]=[CH:6][C:5]([CH:4]([CH3:3])[C:41]#[N:42])=[CH:10][CH:9]=2)[O:19]1. The catalyst class is: 140. (2) The catalyst class is: 49. Reactant: Br[C:2]1[CH:7]=[CH:6][C:5]([OH:8])=[CH:4][N:3]=1.[CH:9]1[C:18]2[C:13](=[CH:14][CH:15]=[CH:16][CH:17]=2)[CH:12]=[CH:11][C:10]=1B(O)O.C(=O)([O-])[O-].[Na+].[Na+]. Product: [CH:17]1[C:18]2[C:13](=[CH:12][CH:11]=[CH:10][CH:9]=2)[CH:14]=[CH:15][C:16]=1[C:2]1[N:3]=[CH:4][C:5]([OH:8])=[CH:6][CH:7]=1. (3) Reactant: [CH3:1][C:2]1[C:7]([C:8]([OH:10])=O)=[CH:6][N:5]=[C:4]([C:11]2[CH:12]=[N:13][CH:14]=[CH:15][CH:16]=2)[N:3]=1.CN(C(ON1N=NC2C=CC(=CC1=2)Cl)=[N+](C)C)C.F[P-](F)(F)(F)(F)F.CCN(C(C)C)C(C)C.[F:51][C:52]1[CH:53]=[C:54]2[C:58](=[CH:59][CH:60]=1)[N:57]([NH2:61])[CH:56]=[C:55]2[CH3:62]. Product: [F:51][C:52]1[CH:53]=[C:54]2[C:58](=[CH:59][CH:60]=1)[N:57]([NH:61][C:8]([C:7]1[C:2]([CH3:1])=[N:3][C:4]([C:11]3[CH:12]=[N:13][CH:14]=[CH:15][CH:16]=3)=[N:5][CH:6]=1)=[O:10])[CH:56]=[C:55]2[CH3:62]. The catalyst class is: 303. (4) Reactant: [Cl:1][C:2]1[N:3]=[C:4]([N:13]2[CH2:18][CH2:17][O:16][CH2:15][CH2:14]2)[C:5]2[N:10]=[C:9]([CH:11]=O)[S:8][C:6]=2[N:7]=1.[CH3:19][NH2:20]. Product: [Cl:1][C:2]1[N:3]=[C:4]([N:13]2[CH2:18][CH2:17][O:16][CH2:15][CH2:14]2)[C:5]2[N:10]=[C:9]([CH2:11][NH:20][CH3:19])[S:8][C:6]=2[N:7]=1. The catalyst class is: 20. (5) Product: [F:48][C:43]1[CH:44]=[C:45]2[C:40](=[CH:41][CH:42]=1)[N:39]([CH3:49])[C:38](=[O:50])[N:37]([C:33]1[C:32]([CH3:51])=[C:31]([C:10]3[C:9]4[C:8]5[C:16](=[CH:17][C:5]([C:2]([OH:1])([CH3:4])[CH3:3])=[CH:6][CH:7]=5)[NH:15][C:14]=4[C:13]([C:18]([NH2:20])=[O:19])=[CH:12][CH:11]=3)[CH:36]=[CH:35][CH:34]=1)[C:46]2=[O:47]. The catalyst class is: 176. Reactant: [OH:1][C:2]([C:5]1[CH:17]=[C:16]2[C:8]([C:9]3[C:10](B4OC(C)(C)C(C)(C)O4)=[CH:11][CH:12]=[C:13]([C:18]([NH2:20])=[O:19])[C:14]=3[NH:15]2)=[CH:7][CH:6]=1)([CH3:4])[CH3:3].Br[C:31]1[C:32]([CH3:51])=[C:33]([N:37]2[C:46](=[O:47])[C:45]3[C:40](=[CH:41][CH:42]=[C:43]([F:48])[CH:44]=3)[N:39]([CH3:49])[C:38]2=[O:50])[CH:34]=[CH:35][CH:36]=1.P([O-])([O-])([O-])=O.[K+].[K+].[K+]. (6) Reactant: [Br:1][C:2]1[CH:3]=[N:4][NH:5][CH:6]=1.[H-].[Na+].Br[CH:10]1[CH2:13][CH2:12][CH2:11]1. Product: [Br:1][C:2]1[CH:3]=[N:4][N:5]([CH:10]2[CH2:13][CH2:12][CH2:11]2)[CH:6]=1. The catalyst class is: 31.